Dataset: P-glycoprotein inhibition data for predicting drug efflux from Broccatelli et al.. Task: Regression/Classification. Given a drug SMILES string, predict its absorption, distribution, metabolism, or excretion properties. Task type varies by dataset: regression for continuous measurements (e.g., permeability, clearance, half-life) or binary classification for categorical outcomes (e.g., BBB penetration, CYP inhibition). Dataset: pgp_broccatelli. (1) The molecule is O=C(c1ccccc1)c1ccccc1OC[C@H](O)CN1CCC(O)(c2ccccc2)CC1. The result is 1 (inhibitor). (2) The drug is O=C(Cn1c(=O)sc2ccc(Cl)cc21)N1CCN(CCO)CC1. The result is 0 (non-inhibitor). (3) The compound is COc1ccc2c(c1)N(C[C@@H](C)CN(C)C)c1ccccc1S2. The result is 1 (inhibitor). (4) The drug is Cc1nnc(SCC2=C(C(=O)O)N3C(=O)[C@H](NC(=O)Cn4cnnn4)[C@H]3SC2)s1. The result is 0 (non-inhibitor). (5) The drug is CN(C)CCN(Cc1ccsc1)c1ccccn1. The result is 0 (non-inhibitor). (6) The molecule is CCN(CC)C1CCCCC1. The result is 0 (non-inhibitor). (7) The compound is O=C(CCc1ccccc1)c1ccccc1OC[C@H](O)CN1CCC(O)(c2ccccc2)CC1. The result is 1 (inhibitor).